Dataset: Reaction yield outcomes from USPTO patents with 853,638 reactions. Task: Predict the reaction yield, written as a fraction of the theoretical maximum amount of product (1.0 means a 100% yield; for example, 0.34 means a 34% yield). (1) The reactants are [Br:1][C:2]1[CH:3]=[N:4][CH:5]=[C:6]([CH:10]=1)C(O)=O.C1(P(N=[N+]=[N-])(C2C=CC=CC=2)=[O:18])C=CC=CC=1.CC[N:30]([CH2:33]C)CC.[CH2:35]([OH:42])[C:36]1[CH:41]=[CH:40][CH:39]=[CH:38][CH:37]=1. The catalyst is C1(C)C=CC=CC=1. The product is [Br:1][C:2]1[CH:10]=[C:6]([NH:30][C:33](=[O:18])[O:42][CH2:35][C:36]2[CH:41]=[CH:40][CH:39]=[CH:38][CH:37]=2)[CH:5]=[N:4][CH:3]=1. The yield is 0.730. (2) The reactants are C[Si](C)(C)N[Si](C)(C)C.[Li]CCCC.[CH2:15]([C@@H:22]1[CH2:26][O:25][C:24](=[O:27])[N:23]1[C:28](=[O:33])[CH2:29][CH:30]([CH3:32])[CH3:31])[C:16]1[CH:21]=[CH:20][CH:19]=[CH:18][CH:17]=1.Br[CH2:35][C:36]1[CH:44]=[C:43]2[C:39]([CH:40]=[N:41][N:42]2[CH2:45][CH2:46][CH2:47][O:48][CH3:49])=[CH:38][CH:37]=1.[NH4+].[Cl-]. The catalyst is C1COCC1. The product is [CH2:15]([C@@H:22]1[CH2:26][O:25][C:24](=[O:27])[N:23]1[C:28](=[O:33])[C@H:29]([CH2:35][C:36]1[CH:44]=[C:43]2[C:39]([CH:40]=[N:41][N:42]2[CH2:45][CH2:46][CH2:47][O:48][CH3:49])=[CH:38][CH:37]=1)[CH:30]([CH3:31])[CH3:32])[C:16]1[CH:17]=[CH:18][CH:19]=[CH:20][CH:21]=1. The yield is 0.490. (3) The reactants are [S:1]1[C:5]2[CH:6]=[CH:7][CH:8]=[CH:9][C:4]=2[N:3]=[C:2]1[NH:10][C:11](=[O:17])[O:12][C:13]([CH3:16])([CH3:15])[CH3:14].Br[CH:19]([CH3:25])[C:20]([O:22][CH2:23][CH3:24])=[O:21].C(=O)([O-])[O-].[K+].[K+]. The catalyst is CN(C)C=O. The product is [C:13]([O:12][C:11]([N:10]=[C:2]1[N:3]([CH:19]([CH3:25])[C:20]([O:22][CH2:23][CH3:24])=[O:21])[C:4]2[CH:9]=[CH:8][CH:7]=[CH:6][C:5]=2[S:1]1)=[O:17])([CH3:14])([CH3:16])[CH3:15]. The yield is 0.360. (4) The reactants are [OH-].[Na+].[CH3:3][C:4]1[C:9]([CH3:10])=[CH:8][CH:7]=[CH:6][C:5]=1[OH:11].Br[C:13]([CH3:18])([CH3:17])[C:14]([OH:16])=[O:15].Cl. The catalyst is C(OCC)C.O.C(C(C)=O)C. The product is [CH3:3][C:4]1[C:9]([CH3:10])=[CH:8][CH:7]=[CH:6][C:5]=1[O:11][C:13]([CH3:18])([CH3:17])[C:14]([OH:16])=[O:15]. The yield is 0.450. (5) The reactants are Cl[C:2]1[N:7]=[N:6][C:5]([CH:8]([F:14])[C:9]([O:11][CH2:12][CH3:13])=[O:10])=[CH:4][CH:3]=1.C([O-])(=[O:17])C.[Na+]. The catalyst is C(O)(=O)C. The product is [F:14][CH:8]([C:5]1[N:6]=[N:7][C:2]([OH:17])=[CH:3][CH:4]=1)[C:9]([O:11][CH2:12][CH3:13])=[O:10]. The yield is 0.720. (6) The reactants are [C:1]([O-])([O-])=O.[K+].[K+].CB1OB(C)OB(C)O1.Cl[C:17]1[N:22]=[CH:21][C:20]([C:23]2[N:32]([C:33]3[CH:38]=[CH:37][C:36]([CH:39]4[CH2:43][CH2:42][CH2:41][CH2:40]4)=[CH:35][CH:34]=3)[C:31](=[O:44])[C:30]3[C:25](=[CH:26][CH:27]=[CH:28][CH:29]=3)[N:24]=2)=[CH:19][CH:18]=1. The catalyst is O1CCOCC1.C1C=CC([P]([Pd]([P](C2C=CC=CC=2)(C2C=CC=CC=2)C2C=CC=CC=2)([P](C2C=CC=CC=2)(C2C=CC=CC=2)C2C=CC=CC=2)[P](C2C=CC=CC=2)(C2C=CC=CC=2)C2C=CC=CC=2)(C2C=CC=CC=2)C2C=CC=CC=2)=CC=1. The product is [CH:39]1([C:36]2[CH:37]=[CH:38][C:33]([N:32]3[C:31](=[O:44])[C:30]4[C:25](=[CH:26][CH:27]=[CH:28][CH:29]=4)[N:24]=[C:23]3[C:20]3[CH:21]=[N:22][C:17]([CH3:1])=[CH:18][CH:19]=3)=[CH:34][CH:35]=2)[CH2:40][CH2:41][CH2:42][CH2:43]1. The yield is 0.270. (7) The reactants are C([O-])([O-])=O.[K+].[K+].C([O:10][CH2:11][C:12]1[N:16]=[C:15]([CH2:17][C:18]2[CH:23]=[CH:22][CH:21]=[CH:20][CH:19]=2)[N:14]([C:24]2[CH:29]=[CH:28][C:27]([S:30]([NH2:33])(=[O:32])=[O:31])=[CH:26][C:25]=2[F:34])[N:13]=1)(=O)C. The catalyst is CO. The product is [CH2:17]([C:15]1[N:14]([C:24]2[CH:29]=[CH:28][C:27]([S:30]([NH2:33])(=[O:31])=[O:32])=[CH:26][C:25]=2[F:34])[N:13]=[C:12]([CH2:11][OH:10])[N:16]=1)[C:18]1[CH:19]=[CH:20][CH:21]=[CH:22][CH:23]=1. The yield is 0.650. (8) The reactants are C(OC([N:8]1[CH2:13][CH2:12][CH:11]([NH:14][C:15]2[CH:20]=[CH:19][C:18]([CH2:21][N:22]3[C:26]4=[N:27][C:28]([CH3:32])=[CH:29][C:30]([CH3:31])=[C:25]4[N:24]=[C:23]3[CH2:33][CH3:34])=[CH:17][CH:16]=2)[CH2:10][CH2:9]1)=O)(C)(C)C.C(OCC)(=O)C.Cl. The catalyst is C(Cl)(Cl)Cl. The product is [CH2:33]([C:23]1[N:22]([CH2:21][C:18]2[CH:19]=[CH:20][C:15]([NH:14][CH:11]3[CH2:12][CH2:13][NH:8][CH2:9][CH2:10]3)=[CH:16][CH:17]=2)[C:26]2=[N:27][C:28]([CH3:32])=[CH:29][C:30]([CH3:31])=[C:25]2[N:24]=1)[CH3:34]. The yield is 0.760. (9) The reactants are [CH2:1]1[NH:6][CH2:5][CH2:4][N:3]([C:7]2[C:12]([OH:13])=[CH:11][CH:10]=[CH:9][CH:8]=2)[CH2:2]1.C([O-])(O)=O.[Na+].[CH3:19][C:20]([O:23][C:24](O[C:24]([O:23][C:20]([CH3:22])([CH3:21])[CH3:19])=[O:25])=[O:25])([CH3:22])[CH3:21]. The catalyst is C1COCC1.O.O1CCOCC1. The product is [OH:13][C:12]1[CH:11]=[CH:10][CH:9]=[CH:8][C:7]=1[N:3]1[CH2:2][CH2:1][N:6]([C:24]([O:23][C:20]([CH3:22])([CH3:21])[CH3:19])=[O:25])[CH2:5][CH2:4]1. The yield is 0.720. (10) The reactants are [CH3:1][N:2]([CH2:4][C:5]1[CH:10]=[CH:9][C:8]([CH:11]2[CH:20]([C:21]3[CH:26]=[CH:25][C:24]([CH3:27])=[CH:23][CH:22]=3)[C:19](=O)[C:18]3[C:17]([C:29](OCC)=O)=[CH:16][CH:15]=[CH:14][C:13]=3[NH:12]2)=[CH:7][CH:6]=1)[CH3:3].[OH2:34].[NH2:35][NH2:36]. The catalyst is CO. The product is [CH3:1][N:2]([CH2:4][C:5]1[CH:6]=[CH:7][C:8]([CH:11]2[NH:12][C:13]3[C:18]4[C:19](=[N:35][NH:36][C:29](=[O:34])[C:17]=4[CH:16]=[CH:15][CH:14]=3)[CH:20]2[C:21]2[CH:26]=[CH:25][C:24]([CH3:27])=[CH:23][CH:22]=2)=[CH:9][CH:10]=1)[CH3:3]. The yield is 0.110.